Dataset: Experimentally validated miRNA-target interactions with 360,000+ pairs, plus equal number of negative samples. Task: Binary Classification. Given a miRNA mature sequence and a target amino acid sequence, predict their likelihood of interaction. (1) The miRNA is hsa-miR-10a-5p with sequence UACCCUGUAGAUCCGAAUUUGUG. The protein sequence of the target gene is MASKGAGMSFSRKSYRLTSDAEKSRVTGIVQEKLLNDYLNRIFSSSEHAPPAATSRKPLNFQNLPEHLDQLLQVDNEEEESQGQVEGRLGPSTVVLDHTGGFEGLLLVDDDLLGVIGHSNFGTIRSTTCVYKGKWLYEVLISSQGLMQIGWCTISCRFNQEEGVGDTHNSYAYDGNRVRKWNVTTTNYGKAWAAGDIVSCLIDLDDGTLSFCLNGVSLGTAFENLSRGLGMAYFPAISLSFKESVAFNFGSRPLRYPVAGYRPLQDPPSADLVRAQRLLGCFRAVLSVELDPVEGRLLDK.... Result: 1 (interaction). (2) The miRNA is hsa-miR-3132 with sequence UGGGUAGAGAAGGAGCUCAGAGGA. The protein sequence of the target gene is MDPKYFILILFCGHLNNTFFSKTETITTEKQSQPTLFTSSMSQVLANSQNTTGNPLGQPTQFSDTFSGQSISPAKVTAGQPTPAVYTSSEKPEAHTSAGQPLAYNTKQPTPIANTSSQQAVFTSARQLPSARTSTTQPPKSFVYTFTQQSSSVQIPSRKQITVHNPSTQPTSTVKNSPRSTPGFILDTTSNKQTPQKNNYNSIAAILIGVLLTSMLVAIIIIVLWKCLRKPVLNDQNWAGRSPFADGETPDICMDNIRENEISTKRTSIISLTPWKPSKSTLLADDLEIKLFESSENIED.... Result: 0 (no interaction). (3) The miRNA is hsa-miR-6799-3p with sequence UGCCCUGCAUGGUGUCCCCACAG. The protein sequence of the target gene is MGNSHCVPQAPRRLRASFSRKPSLKGNREDSARMSAGLPGPEAARSGDAAANKLFHYIPGTDILDLENQRENLEQPFLSVFKKGRRRVPVRNLGKVVHYAKVQLRFQHSQDVSDCYLELFPAHLYFQAHGSEGLTFQGLLPLTELSVCPLEGSREHAFQITGPLPAPLLVLCPSRAELDRWLYHLEKQTALLGGPRRCHSAPPQRRLTRLRTASGHEPGGSAVCASRVKLQHLPAQEQWDRLLVLYPTSLAIFSEELDGLCFKGELPLRAVHINLEEKEKQIRSFLIEGPLINTIRVVCA.... Result: 0 (no interaction). (4) The miRNA is mmu-miR-463-5p with sequence UACCUAAUUUGUUGUCCAUCAU. The protein sequence of the target gene is MEAPTVETPPDPSPPSAPAPALVPLRAPDVARLREEQEKVVTNCQERIQHWKKVDNDYNALRERLSTLPDKLSYNIMVPFGPFAFMPGKLVHTNEVTVLLGDNWFAKCSAKQAVGLVEHRKEHVRKTIDDLKKVMKNFESRVEFTEDLQKMSDAAGDIVDIREEIKCDFEFKAKHRIAHKPHSKPKTSDIFEADIANDVKSKDLLADKELWARLEELERQEELLGELDSKPDTVIANGEDTTSSEEEKEDRNTNVNAMHQVTDSHTPCHKDVASSEPFSGQVNSQLNCSVNGSSSYHSDD.... Result: 0 (no interaction). (5) The miRNA is hsa-miR-4633-3p with sequence AGGAGCUAGCCAGGCAUAUGCA. The protein sequence of the target gene is MSVRTLPLLFLNLGGEMLYILDQRLRAQNIPGDKARKDEWTEVDRKRVLNDIISTMFNRKFMEELFKPQELYSKKALRTVYERLAHASIMKLNQASMDKLYDLMTMAFKYQVLLCPRPKDVLLVTFNHLDTIKGFIRDSPTILQQVDETLRQLTEIYGGLSAGEFQLIRQTLLIFFQDLHIRVSMFLKDKVQNNNGRFVLPVSGPVPWGTEVPGLIRMFNNKGEEVKRIEFKHGGNYVPAPKEGSFELYGDRVLKLGTNMYSVNQPVETHVSGSSKNLASWTQESIAPNPLAKEELNFLA.... Result: 0 (no interaction).